This data is from Forward reaction prediction with 1.9M reactions from USPTO patents (1976-2016). The task is: Predict the product of the given reaction. The product is: [F:25][C:2]([F:1])([F:24])[O:3][C:4]1[CH:5]=[CH:6][C:7]([N:10]2[CH:14]=[N:13][C:12]([C:15]3[CH:20]=[CH:19][C:18]([NH2:21])=[CH:17][CH:16]=3)=[N:11]2)=[CH:8][CH:9]=1. Given the reactants [F:1][C:2]([F:25])([F:24])[O:3][C:4]1[CH:9]=[CH:8][C:7]([N:10]2[CH:14]=[N:13][C:12]([C:15]3[CH:20]=[CH:19][C:18]([N+:21]([O-])=O)=[CH:17][CH:16]=3)=[N:11]2)=[CH:6][CH:5]=1.C1C(=O)N(Br)C(=O)C1.CSC.[Br-].N1C=NN=N1.C(N(CC)CC)C, predict the reaction product.